Dataset: Full USPTO retrosynthesis dataset with 1.9M reactions from patents (1976-2016). Task: Predict the reactants needed to synthesize the given product. (1) Given the product [C:8]([OH:14])(=[O:15])[C@H:9]([CH3:10])[OH:16].[C:8]1(=[O:15])[O:14][CH2:13][CH2:12][CH2:11][CH2:10][CH2:9]1, predict the reactants needed to synthesize it. The reactants are: C1(C)C=CC=CC=1.[C:8]1(=[O:15])[O:14][CH2:13][CH2:12][CH2:11][CH2:10][CH2:9]1.[OH2:16]. (2) Given the product [CH2:1]1[C:10]2[C:5](=[CH:6][CH:7]=[CH:8][CH:9]=2)[CH2:4][CH2:3][N:2]1[C:11]1[C:20]2[C:15](=[CH:16][CH:17]=[C:18]([C:29]3[CH:30]=[C:25]4[N:24]=[C:23]([CH3:22])[N:40]([CH2:41][O:42][CH2:43][CH2:44][Si:45]([CH3:46])([CH3:48])[CH3:47])[C:26]4=[N:27][CH:28]=3)[CH:19]=2)[N:14]=[CH:13][N:12]=1, predict the reactants needed to synthesize it. The reactants are: [CH2:1]1[C:10]2[C:5](=[CH:6][CH:7]=[CH:8][CH:9]=2)[CH2:4][CH2:3][N:2]1[C:11]1[C:20]2[C:15](=[CH:16][CH:17]=[C:18](I)[CH:19]=2)[N:14]=[CH:13][N:12]=1.[CH3:22][C:23]1[N:40]([CH2:41][O:42][CH2:43][CH2:44][Si:45]([CH3:48])([CH3:47])[CH3:46])[C:26]2=[N:27][CH:28]=[C:29](B3OC(C)(C)C(C)(C)O3)[CH:30]=[C:25]2[N:24]=1.C(=O)([O-])O.[Na+]. (3) Given the product [C:1]([O:5][C:6](=[O:7])[NH:8][C:9]1[CH:16]=[CH:15][CH:14]=[C:11]([C:12](=[NH:13])[NH:18][OH:19])[CH:10]=1)([CH3:4])([CH3:2])[CH3:3], predict the reactants needed to synthesize it. The reactants are: [C:1]([O:5][C:6]([NH:8][C:9]1[CH:10]=[C:11]([CH:14]=[CH:15][CH:16]=1)[C:12]#[N:13])=[O:7])([CH3:4])([CH3:3])[CH3:2].Cl.[NH2:18][OH:19].CCO.C(=O)([O-])[O-].[K+].[K+]. (4) Given the product [O:33]=[C:26]1[CH2:27][CH2:28][C:29](=[C:8]([CH3:13])[C:9]([O:11][CH3:12])=[O:10])[CH2:30][CH2:31]1, predict the reactants needed to synthesize it. The reactants are: C1(P(C2C=CC=CC=2)(C2C=CC=CC=2)=[C:8]([CH3:13])[C:9]([O:11][CH3:12])=[O:10])C=CC=CC=1.[C:26]1(=[O:33])[CH2:31][CH2:30][C:29](=O)[CH2:28][CH2:27]1. (5) Given the product [CH2:1]([O:19][C@H:20]1[C@H:24]([O:25][CH2:26][CH2:27][CH2:28][CH2:29][CH2:30][CH2:31][CH2:32][CH2:33]/[CH:34]=[CH:35]\[CH2:36]/[CH:37]=[CH:38]\[CH2:39][CH2:40][CH2:41][CH2:42][CH3:43])[CH2:23][N:22]([CH2:44][CH2:45][CH2:46][OH:47])[CH2:21]1)[CH2:2][CH2:3][CH2:4][CH2:5][CH2:6][CH2:7][CH2:8]/[CH:9]=[CH:10]\[CH2:11]/[CH:12]=[CH:13]\[CH2:14][CH2:15][CH2:16][CH2:17][CH3:18], predict the reactants needed to synthesize it. The reactants are: [CH2:1]([O:19][C@H:20]1[C@H:24]([O:25][CH2:26][CH2:27][CH2:28][CH2:29][CH2:30][CH2:31][CH2:32][CH2:33]/[CH:34]=[CH:35]\[CH2:36]/[CH:37]=[CH:38]\[CH2:39][CH2:40][CH2:41][CH2:42][CH3:43])[CH2:23][N:22]([CH2:44][CH2:45][C:46](OCC)=[O:47])[CH2:21]1)[CH2:2][CH2:3][CH2:4][CH2:5][CH2:6][CH2:7][CH2:8]/[CH:9]=[CH:10]\[CH2:11]/[CH:12]=[CH:13]\[CH2:14][CH2:15][CH2:16][CH2:17][CH3:18].C1(C)C=CC=CC=1.[H-].C([Al+]CCCC)CCC.[Cl-].[NH4+]. (6) Given the product [OH-:1].[Na+:40].[CH3:28][CH2:27][CH2:26][CH2:25][CH2:24][CH2:23][CH2:22][CH2:21][CH2:20][CH2:19][CH2:18][CH2:17][CH2:16][C@H:15]([OH:14])[CH2:13][C@H:2]([OH:1])[C@@H:3]([NH2:5])[CH3:4], predict the reactants needed to synthesize it. The reactants are: [OH:1][C@@H:2]([C@H:13]1[C@H:15]([CH2:16][CH2:17][CH2:18][CH2:19][CH2:20][CH2:21][CH2:22][CH2:23][CH2:24][CH2:25][CH2:26][CH2:27][CH3:28])[O:14]1)[C@@H:3]([NH:5]C(=O)OC(C)(C)C)[CH3:4].COCCO[AlH2-]OCCOC.[Na+:40].FC(F)(F)C(O)=O. (7) The reactants are: [F:1][C:2]1[C:7]2[N:8]([CH3:12])[C:9](=[O:11])[O:10][C:6]=2[CH:5]=[C:4]([NH:13][CH2:14][C@@H:15]([OH:20])[C:16]([O:18][CH3:19])=[O:17])[CH:3]=1.[C:21](N1C=CN=C1)(N1C=CN=C1)=[O:22]. Given the product [F:1][C:2]1[C:7]2[N:8]([CH3:12])[C:9](=[O:11])[O:10][C:6]=2[CH:5]=[C:4]([N:13]2[CH2:14][C@H:15]([C:16]([O:18][CH3:19])=[O:17])[O:20][C:21]2=[O:22])[CH:3]=1, predict the reactants needed to synthesize it.